This data is from Full USPTO retrosynthesis dataset with 1.9M reactions from patents (1976-2016). The task is: Predict the reactants needed to synthesize the given product. (1) Given the product [CH:2]([C@H:15]1[N:20]([CH2:37][C:35]2[CH:34]=[N:33][N:32]([CH3:31])[CH:36]=2)[CH2:19][CH2:18][N:17]([C:21]([O:23][CH2:24][C:25]2[CH:30]=[CH:29][CH:28]=[CH:27][CH:26]=2)=[O:22])[CH2:16]1)([C:3]1[CH:8]=[CH:7][CH:6]=[CH:5][CH:4]=1)[C:9]1[CH:10]=[CH:11][CH:12]=[CH:13][CH:14]=1, predict the reactants needed to synthesize it. The reactants are: Cl.[CH:2]([C@H:15]1[NH:20][CH2:19][CH2:18][N:17]([C:21]([O:23][CH2:24][C:25]2[CH:30]=[CH:29][CH:28]=[CH:27][CH:26]=2)=[O:22])[CH2:16]1)([C:9]1[CH:14]=[CH:13][CH:12]=[CH:11][CH:10]=1)[C:3]1[CH:8]=[CH:7][CH:6]=[CH:5][CH:4]=1.[CH3:31][N:32]1[CH:36]=[C:35]([CH:37]=O)[CH:34]=[N:33]1.C(O[BH-](OC(=O)C)OC(=O)C)(=O)C.[Na+]. (2) Given the product [CH3:1][C:2]1[N:10]([CH:18]([C:20]2[CH:25]=[CH:24][CH:23]=[CH:22][CH:21]=2)[CH3:19])[C:5]2=[CH:6][N:7]=[CH:8][CH:9]=[C:4]2[C:3]=1[C:11]([O:13][CH3:14])=[O:12], predict the reactants needed to synthesize it. The reactants are: [CH3:1][C:2]1[NH:10][C:5]2=[CH:6][N:7]=[CH:8][CH:9]=[C:4]2[C:3]=1[C:11]([O:13][CH3:14])=[O:12].[H-].[Na+].Br[CH:18]([C:20]1[CH:25]=[CH:24][CH:23]=[CH:22][CH:21]=1)[CH3:19].[NH4+].[Cl-]. (3) The reactants are: [CH:1]([CH:4]1[C:9](=O)[NH:8][C:7]2[CH:11]=[CH:12][CH:13]=[C:14]([CH:15]([CH3:17])[CH3:16])[C:6]=2[O:5]1)([CH3:3])[CH3:2].B.O1CCCC1.Cl.C(=O)([O-])O.[Na+]. Given the product [CH:1]([CH:4]1[CH2:9][NH:8][C:7]2[CH:11]=[CH:12][CH:13]=[C:14]([CH:15]([CH3:17])[CH3:16])[C:6]=2[O:5]1)([CH3:3])[CH3:2], predict the reactants needed to synthesize it. (4) The reactants are: CN[C@H:3]1[CH2:8][CH2:7][C@H:6]([OH:9])[CH2:5][CH2:4]1.[C:10](O[C:10]([O:12][C:13]([CH3:16])([CH3:15])[CH3:14])=[O:11])([O:12][C:13]([CH3:16])([CH3:15])[CH3:14])=[O:11].[C:25](#[N:27])C. Given the product [C:13]([O:12][C:10](=[O:11])[NH:27][CH2:25][C@H:3]1[CH2:4][CH2:5][C@H:6]([OH:9])[CH2:7][CH2:8]1)([CH3:16])([CH3:15])[CH3:14], predict the reactants needed to synthesize it. (5) The reactants are: [Br:1][C:2]1[CH:3]=[CH:4][C:5]2[C:6]([CH:13]=1)=[N:7][O:8][C:9]=2[C:10]([OH:12])=[O:11].[Si](C=[N+]=[N-])(C)(C)[CH3:15]. Given the product [Br:1][C:2]1[CH:3]=[CH:4][C:5]2[C:6]([CH:13]=1)=[N:7][O:8][C:9]=2[C:10]([O:12][CH3:15])=[O:11], predict the reactants needed to synthesize it.